Predict the product of the given reaction. From a dataset of Forward reaction prediction with 1.9M reactions from USPTO patents (1976-2016). (1) Given the reactants [Li]CCCC.[CH2:6]1[CH2:11][CH2:10]CCC1.C(N[C:16]([NH:18][C:19]1[CH:24]=[C:23]([F:25])[CH:22]=[C:21]([F:26])[CH:20]=1)=[O:17])(C)C.CN(CCN(C)C)C.[C:35]([O:39][C:40](O[C:40]([O:39][C:35]([CH3:38])([CH3:37])[CH3:36])=[O:41])=[O:41])([CH3:38])([CH3:37])[CH3:36].[NH4+].[Cl-].C1C[O:55]CC1, predict the reaction product. The product is: [C:35]([O:39][C:40](=[O:41])[C:22]1[C:21]([F:26])=[CH:20][C:19]([NH:18][C:16]([O:17][CH:11]([CH3:10])[CH3:6])=[O:55])=[CH:24][C:23]=1[F:25])([CH3:38])([CH3:37])[CH3:36]. (2) Given the reactants [N:1]1([S:11]([C:14]2[CH:22]=[CH:21][C:17]([C:18]([OH:20])=O)=[CH:16][CH:15]=2)(=[O:13])=[O:12])[C:10]2[C:5](=[CH:6][CH:7]=[CH:8][CH:9]=2)[CH2:4][CH2:3][CH2:2]1.[CH3:23][O:24][C:25]1[CH:31]=[CH:30][CH:29]=[CH:28][C:26]=1[NH2:27], predict the reaction product. The product is: [N:1]1([S:11]([C:14]2[CH:15]=[CH:16][C:17]([C:18]([NH:27][C:26]3[CH:28]=[CH:29][CH:30]=[CH:31][C:25]=3[O:24][CH3:23])=[O:20])=[CH:21][CH:22]=2)(=[O:12])=[O:13])[C:10]2[C:5](=[CH:6][CH:7]=[CH:8][CH:9]=2)[CH2:4][CH2:3][CH2:2]1.